This data is from Peptide-MHC class II binding affinity with 134,281 pairs from IEDB. The task is: Regression. Given a peptide amino acid sequence and an MHC pseudo amino acid sequence, predict their binding affinity value. This is MHC class II binding data. The peptide sequence is PLSWSKEIYNYMEPY. The MHC is DRB5_0101 with pseudo-sequence DRB5_0101. The binding affinity (normalized) is 0.296.